From a dataset of Full USPTO retrosynthesis dataset with 1.9M reactions from patents (1976-2016). Predict the reactants needed to synthesize the given product. (1) Given the product [C:19]([C:10]1[C:11]([CH3:13])=[C:12]2[C:7](=[C:8]([CH3:14])[CH:9]=1)[S:6][CH2:5][CH2:4][CH:3]2[CH2:1][CH3:2])(=[O:21])[CH3:20], predict the reactants needed to synthesize it. The reactants are: [CH2:1]([CH:3]1[C:12]2[C:7](=[C:8]([CH3:14])[CH:9]=[CH:10][C:11]=2[CH3:13])[S:6][CH2:5][CH2:4]1)[CH3:2].[Cl-].[Al+3].[Cl-].[Cl-].[C:19](Cl)(=[O:21])[CH3:20].Cl. (2) Given the product [C:12]1([C:1]2[CH:6]=[CH:5][CH:4]=[CH:3][CH:2]=2)[CH:17]=[CH:16][C:15]([C:18](=[O:21])[CH2:19][CH3:20])=[CH:14][CH:13]=1, predict the reactants needed to synthesize it. The reactants are: [C:1]1(OB(O)O)[CH:6]=[CH:5][CH:4]=[CH:3][CH:2]=1.Br[C:12]1[CH:17]=[CH:16][C:15]([C:18](=[O:21])[CH2:19][CH3:20])=[CH:14][CH:13]=1.C(=O)([O-])[O-].[Na+].[Na+].B(O)(O)O. (3) The reactants are: [Na].N#N.C(O[C:7]([C:9]1[C:10]([N:17]([CH2:27][CH2:28][C:29]([O:31][CH2:32][CH3:33])=[O:30])[C:18]2[CH:19]=[C:20]3[C:24](=[CH:25][CH:26]=2)[CH2:23][CH2:22][CH2:21]3)=[N:11][C:12]([S:15][CH3:16])=[N:13][CH:14]=1)=[O:8])C.CC(C)([O-])C.[Na+].Cl. Given the product [CH2:32]([O:31][C:29]([CH:28]1[CH2:27][N:17]([C:18]2[CH:19]=[C:20]3[C:24](=[CH:25][CH:26]=2)[CH2:23][CH2:22][CH2:21]3)[C:10]2[N:11]=[C:12]([S:15][CH3:16])[N:13]=[CH:14][C:9]=2[C:7]1=[O:8])=[O:30])[CH3:33], predict the reactants needed to synthesize it.